The task is: Predict the reaction yield, written as a fraction of the theoretical maximum amount of product (1.0 means a 100% yield; for example, 0.34 means a 34% yield).. This data is from Reaction yield outcomes from USPTO patents with 853,638 reactions. (1) The reactants are [CH3:1][C:2]1[N:23]([CH3:24])[C:5]2[CH:6]=[C:7]([C:20]([OH:22])=O)[C:8]3[CH2:9][CH2:10][CH:11]([C:14]4[CH:19]=[CH:18][CH:17]=[CH:16][CH:15]=4)[NH:12][C:13]=3[C:4]=2[N:3]=1.[NH:25]1[CH2:27][CH2:26]1.C[N:29](C)C=O. The catalyst is O1CCCC1. The product is [N:25]1([NH:29][C:20]([C:7]2[C:8]3[CH2:9][CH2:10][CH:11]([C:14]4[CH:15]=[CH:16][CH:17]=[CH:18][CH:19]=4)[NH:12][C:13]=3[C:4]3[N:3]=[C:2]([CH3:1])[N:23]([CH3:24])[C:5]=3[CH:6]=2)=[O:22])[CH2:27][CH2:26]1. The yield is 0.460. (2) The reactants are [F:1][C:2]([F:19])([F:18])[CH2:3][CH2:4][C:5]([C:7]1[CH:17]=[CH:16][C:10]([C:11]([O:13][CH2:14][CH3:15])=[O:12])=[CH:9][CH:8]=1)=O.[F:20][C:21]([F:35])([F:34])[C:22]1[CH:23]=[N:24][N:25]([C:27]2[N:32]=[CH:31][C:30]([NH2:33])=[CH:29][CH:28]=2)[CH:26]=1.[B][B][B][B][B][B][B][B][B][B]. The catalyst is CO. The product is [F:1][C:2]([F:19])([F:18])[CH2:3][CH2:4][CH:5]([C:7]1[CH:17]=[CH:16][C:10]([C:11]([O:13][CH2:14][CH3:15])=[O:12])=[CH:9][CH:8]=1)[NH:33][C:30]1[CH:31]=[N:32][C:27]([N:25]2[CH:26]=[C:22]([C:21]([F:35])([F:34])[F:20])[CH:23]=[N:24]2)=[CH:28][CH:29]=1. The yield is 0.420.